Dataset: Catalyst prediction with 721,799 reactions and 888 catalyst types from USPTO. Task: Predict which catalyst facilitates the given reaction. (1) Reactant: [C:1]([O:5][C:6](=[O:29])[N:7]([CH2:9][CH2:10][O:11][C:12]1[C:20]2[NH:19][C:18](=[O:21])[N:17]([CH2:22][C:23]3[CH:28]=[CH:27][CH:26]=[CH:25][CH:24]=3)[C:16]=2[CH:15]=[CH:14][CH:13]=1)[CH3:8])([CH3:4])([CH3:3])[CH3:2].[H-].[Na+].[CH3:32]I.O. Product: [C:1]([O:5][C:6](=[O:29])[N:7]([CH2:9][CH2:10][O:11][C:12]1[C:20]2[N:19]([CH3:32])[C:18](=[O:21])[N:17]([CH2:22][C:23]3[CH:24]=[CH:25][CH:26]=[CH:27][CH:28]=3)[C:16]=2[CH:15]=[CH:14][CH:13]=1)[CH3:8])([CH3:4])([CH3:2])[CH3:3]. The catalyst class is: 9. (2) Reactant: [C:1]([N:4]1[CH2:9][CH2:8][C:7]2[N:10]([CH:14]3[CH2:18][CH2:17][N:16]([C:19]([O:21][C:22]([CH3:25])([CH3:24])[CH3:23])=[O:20])[CH2:15]3)[N:11]=[C:12](Br)[C:6]=2[CH2:5]1)(=[O:3])[CH3:2].[CH3:26][N:27]1[CH:31]=[C:30]([C:32]2[CH:33]=[C:34]3[C:39](=[CH:40][CH:41]=2)[NH:38][CH2:37][CH2:36][CH2:35]3)[CH:29]=[N:28]1.COC(C)(C)C.C1(P(C2CCCCC2)C2C=CC=CC=2C2C(OC(C)C)=CC=CC=2OC(C)C)CCCCC1.C(O[Na])(C)(C)C. Product: [C:1]([N:4]1[CH2:9][CH2:8][C:7]2[N:10]([CH:14]3[CH2:18][CH2:17][N:16]([C:19]([O:21][C:22]([CH3:25])([CH3:24])[CH3:23])=[O:20])[CH2:15]3)[N:11]=[C:12]([N:38]3[C:39]4[C:34](=[CH:33][C:32]([C:30]5[CH:29]=[N:28][N:27]([CH3:26])[CH:31]=5)=[CH:41][CH:40]=4)[CH2:35][CH2:36][CH2:37]3)[C:6]=2[CH2:5]1)(=[O:3])[CH3:2]. The catalyst class is: 12. (3) Reactant: [CH3:1][O:2][C:3](=[O:15])[C:4]1[CH:9]=[CH:8][C:7]([CH3:10])=[C:6]([C:11]([F:14])([F:13])[F:12])[CH:5]=1.[Br:16]N1C(=O)CCC1=O.C(OOC(=O)C1C=CC=CC=1)(=O)C1C=CC=CC=1. Product: [CH3:1][O:2][C:3](=[O:15])[C:4]1[CH:9]=[CH:8][C:7]([CH2:10][Br:16])=[C:6]([C:11]([F:12])([F:14])[F:13])[CH:5]=1. The catalyst class is: 53. (4) Reactant: [CH2:1]([O:3][C:4](=[O:13])[C:5]1[CH:10]=[CH:9][C:8]([F:11])=[C:7]([OH:12])[CH:6]=1)[CH3:2].[H-].[Na+].Cl[C:17]1[CH:22]=[N:21][CH:20]=[CH:19][N:18]=1.[Na+].[Cl-]. Product: [F:11][C:8]1[CH:9]=[CH:10][C:5]([C:4]([O:3][CH2:1][CH3:2])=[O:13])=[CH:6][C:7]=1[O:12][C:17]1[CH:22]=[N:21][CH:20]=[CH:19][N:18]=1. The catalyst class is: 875. (5) Reactant: [CH:1]12[CH2:14][CH:11]([CH2:12][CH2:13]1)[C:10]1[CH:9]=[C:8]3[N:3]([CH2:4][CH2:5][NH:6][C:7]3=[O:15])[C:2]2=1.Br[C:17]1[N:24]=[CH:23][CH:22]=[C:21]([Cl:25])[C:18]=1[CH:19]=[O:20].C([O-])(=O)C.[K+].CC1(C)C2C(=C(P(C3C=CC=CC=3)C3C=CC=CC=3)C=CC=2)OC2C(P(C3C=CC=CC=3)C3C=CC=CC=3)=CC=CC1=2. Product: [Cl:25][C:21]1[CH:22]=[CH:23][N:24]=[C:17]([N:6]2[C:7](=[O:15])[C:8]3[N:3]([C:2]4[C@@H:1]5[CH2:14][C@H:11]([C:10]=4[CH:9]=3)[CH2:12][CH2:13]5)[CH2:4][CH2:5]2)[C:18]=1[CH:19]=[O:20]. The catalyst class is: 102. (6) Reactant: [CH2:1]([NH2:8])[C:2]1[CH:7]=[CH:6][CH:5]=[CH:4][CH:3]=1.[Cl:9][C:10]1[CH:15]=[C:14](Cl)[N:13]=[CH:12][N:11]=1.C(N(CC)CC)C.CO. Product: [CH2:1]([NH:8][C:14]1[CH:15]=[C:10]([Cl:9])[N:11]=[CH:12][N:13]=1)[C:2]1[CH:7]=[CH:6][CH:5]=[CH:4][CH:3]=1. The catalyst class is: 2. (7) Reactant: [H-].[Na+].[OH:3][CH2:4][C:5]1[N:6]=[C:7]([C:10]2[N:11](COCC[Si](C)(C)C)[CH:12]=[C:13]3[C:18]=2[C:17](=[O:19])[N:16]([CH3:20])[C:15](=[O:21])[N:14]3[CH3:22])[S:8][CH:9]=1.[CH3:31][O:32][C:33]1[CH:40]=[CH:39][C:36]([CH2:37]Cl)=[CH:35][CH:34]=1. Product: [CH3:31][O:32][C:33]1[CH:40]=[CH:39][C:36]([CH2:37][O:3][CH2:4][C:5]2[N:6]=[C:7]([C:10]3[NH:11][CH:12]=[C:13]4[C:18]=3[C:17](=[O:19])[N:16]([CH3:20])[C:15](=[O:21])[N:14]4[CH3:22])[S:8][CH:9]=2)=[CH:35][CH:34]=1. The catalyst class is: 37. (8) Reactant: [NH2:1][C:2]1[S:3][C:4]2[CH:10]=[C:9]([O:11][C:12]3[CH:13]=[C:14]([NH:20][C:21](=[O:33])[C:22]4[CH:27]=[CH:26][CH:25]=[C:24]([C:28]5([C:31]#[N:32])[CH2:30][CH2:29]5)[CH:23]=4)[CH:15]=[CH:16][C:17]=3[O:18][CH3:19])[CH:8]=[CH:7][C:5]=2[N:6]=1.[CH:34]1([C:37](Cl)=[O:38])[CH2:36][CH2:35]1.O. Product: [C:31]([C:28]1([C:24]2[CH:23]=[C:22]([CH:27]=[CH:26][CH:25]=2)[C:21]([NH:20][C:14]2[CH:15]=[CH:16][C:17]([O:18][CH3:19])=[C:12]([O:11][C:9]3[CH:8]=[CH:7][C:5]4[N:6]=[C:2]([NH:1][C:37]([CH:34]5[CH2:36][CH2:35]5)=[O:38])[S:3][C:4]=4[CH:10]=3)[CH:13]=2)=[O:33])[CH2:30][CH2:29]1)#[N:32]. The catalyst class is: 341. (9) Reactant: [C:1]([CH2:3][C@H:4]1[CH2:15][CH2:14][C:13]2[S:12][C:11]3[N:10]=[CH:9][N:8]=[C:7]([O:16][CH2:17][CH:18]4[CH2:23][CH2:22][N:21](C(OC(C)(C)C)=O)[CH2:20][CH2:19]4)[C:6]=3[C:5]1=2)#[N:2].[OH:31][Li].O.OO. Product: [NH:21]1[CH2:20][CH2:19][CH:18]([CH2:17][O:16][C:7]2[N:8]=[CH:9][N:10]=[C:11]3[C:6]=2[C:5]2[C@@H:4]([CH2:3][C:1]([NH2:2])=[O:31])[CH2:15][CH2:14][C:13]=2[S:12]3)[CH2:23][CH2:22]1. The catalyst class is: 125. (10) Reactant: Cl[C:2]1[CH:7]=[CH:6][C:5]([N+:8]([O-:10])=[O:9])=[CH:4][N:3]=1.Cl.[NH:12]1[CH2:15][CH2:14][CH2:13]1.C(=O)([O-])[O-].[K+].[K+].O1CCOCCOCCOCCOCCOCC1. Product: [N:12]1([C:2]2[CH:7]=[CH:6][C:5]([N+:8]([O-:10])=[O:9])=[CH:4][N:3]=2)[CH2:15][CH2:14][CH2:13]1. The catalyst class is: 10.